From a dataset of Reaction yield outcomes from USPTO patents with 853,638 reactions. Predict the reaction yield, written as a fraction of the theoretical maximum amount of product (1.0 means a 100% yield; for example, 0.34 means a 34% yield). The reactants are Br[Mg][C:3]#[C:4][CH3:5].[OH:6][C:7]1[CH:23]=[CH:22][C:10]([CH:11]=[C:12]2[C:17](=[O:18])[O:16][C:15]([CH3:20])([CH3:19])[O:14][C:13]2=[O:21])=[CH:9][CH:8]=1.OS([O-])(=O)=O.[K+]. The catalyst is C1COCC1.[NH4+].[Cl-].CCCCCC. The product is [OH:6][C:7]1[CH:8]=[CH:9][C:10]([CH:11]([CH:12]2[C:13](=[O:21])[O:14][C:15]([CH3:20])([CH3:19])[O:16][C:17]2=[O:18])[C:3]#[C:4][CH3:5])=[CH:22][CH:23]=1. The yield is 1.00.